From a dataset of Catalyst prediction with 721,799 reactions and 888 catalyst types from USPTO. Predict which catalyst facilitates the given reaction. (1) Reactant: [CH3:1][O:2][C:3](=[O:29])[C@H:4]([OH:28])[CH2:5][N:6]([CH2:15][C:16]1[CH:21]=[CH:20][C:19]([C:22]2[CH:27]=[CH:26][CH:25]=[CH:24][CH:23]=2)=[CH:18][CH:17]=1)[NH:7]C(OC(C)(C)C)=O.C(O)(C(F)(F)F)=O. Product: [CH3:1][O:2][C:3](=[O:29])[C@H:4]([OH:28])[CH2:5][N:6]([CH2:15][C:16]1[CH:21]=[CH:20][C:19]([C:22]2[CH:27]=[CH:26][CH:25]=[CH:24][CH:23]=2)=[CH:18][CH:17]=1)[NH2:7]. The catalyst class is: 2. (2) Reactant: [Cl:1][C:2]1[CH:7]=[CH:6][C:5](/[CH:8]=[CH:9]/[S:10]([NH2:13])(=[O:12])=[O:11])=[CH:4][CH:3]=1.C(=O)([O-])[O-].[K+].[K+].[Cl:20][C:21]1[CH:29]=[C:28]([Cl:30])[CH:27]=[CH:26][C:22]=1[C:23](Cl)=[O:24].Cl. Product: [Cl:20][C:21]1[CH:29]=[C:28]([Cl:30])[CH:27]=[CH:26][C:22]=1[C:23]([NH:13][S:10](/[CH:9]=[CH:8]/[C:5]1[CH:4]=[CH:3][C:2]([Cl:1])=[CH:7][CH:6]=1)(=[O:11])=[O:12])=[O:24]. The catalyst class is: 12. (3) Reactant: C(Cl)(=O)C(Cl)=O.[F:7][C:8]1[CH:13]=[CH:12][CH:11]=[CH:10][C:9]=1[C:14]1[C:19]([C:20](O)=[O:21])=[CH:18][N:17]=[C:16]([N:23]2[CH2:28][CH2:27][O:26][CH2:25][CH2:24]2)[N:15]=1.[CH2:29]([NH:36][CH:37]1[CH2:40][CH2:39][CH2:38]1)[C:30]1[CH:35]=[CH:34][CH:33]=[CH:32][CH:31]=1.C(N(C(C)C)CC)(C)C. Product: [CH2:29]([N:36]([CH:37]1[CH2:38][CH2:39][CH2:40]1)[C:20]([C:19]1[C:14]([C:9]2[CH:10]=[CH:11][CH:12]=[CH:13][C:8]=2[F:7])=[N:15][C:16]([N:23]2[CH2:24][CH2:25][O:26][CH2:27][CH2:28]2)=[N:17][CH:18]=1)=[O:21])[C:30]1[CH:35]=[CH:34][CH:33]=[CH:32][CH:31]=1. The catalyst class is: 59. (4) Reactant: [C:1]([O:5][C:6]([N:8]([C:24]([O:26][C:27]([CH3:30])([CH3:29])[CH3:28])=[O:25])[C:9]1[O:17][C:16]2[C:11](=[N:12][CH:13]=[C:14]([CH:18]=O)[CH:15]=2)[C:10]=1[C:20]([O:22][CH3:23])=[O:21])=[O:7])([CH3:4])([CH3:3])[CH3:2].Cl.[F:32][C:33]1([F:37])[CH2:36][NH:35][CH2:34]1.C(O[BH-](OC(=O)C)OC(=O)C)(=O)C.[Na+]. Product: [C:27]([O:26][C:24]([N:8]([C:6]([O:5][C:1]([CH3:3])([CH3:2])[CH3:4])=[O:7])[C:9]1[O:17][C:16]2[C:11](=[N:12][CH:13]=[C:14]([CH2:18][N:35]3[CH2:36][C:33]([F:37])([F:32])[CH2:34]3)[CH:15]=2)[C:10]=1[C:20]([O:22][CH3:23])=[O:21])=[O:25])([CH3:28])([CH3:30])[CH3:29]. The catalyst class is: 2. (5) Reactant: Br[C:2]1(Br)[C:10]2[C:5](=[N:6][CH:7]=[C:8]([Br:11])[CH:9]=2)[NH:4][C:3]1=[O:12]. Product: [Br:11][C:8]1[CH:9]=[C:10]2[CH2:2][C:3](=[O:12])[NH:4][C:5]2=[N:6][CH:7]=1. The catalyst class is: 183. (6) Product: [CH3:1][C:2]1[CH:3]=[CH:4][CH:5]=[C:6]2[C:10]=1[NH:9][C:8]([C:11]([N:30]1[CH2:31][CH2:32][N:27]([CH3:26])[CH2:28][CH2:29]1)=[O:13])=[CH:7]2. The catalyst class is: 2. Reactant: [CH3:1][C:2]1[CH:3]=[CH:4][CH:5]=[C:6]2[C:10]=1[NH:9][C:8]([C:11]([OH:13])=O)=[CH:7]2.Cl.CN(C)CCCN=C=NCC.[CH3:26][N:27]1[CH2:32][CH2:31][NH:30][CH2:29][CH2:28]1. (7) Reactant: [CH2:1]([C:3]1[C:19]([F:20])=[CH:18][C:6]([O:7][C:8]2[CH:16]=[CH:15][C:11]([C:12]([NH2:14])=[O:13])=[CH:10][C:9]=2[F:17])=[C:5]([O:21]C)[CH:4]=1)[CH3:2].B(Br)(Br)Br. Product: [CH2:1]([C:3]1[C:19]([F:20])=[CH:18][C:6]([O:7][C:8]2[CH:16]=[CH:15][C:11]([C:12]([NH2:14])=[O:13])=[CH:10][C:9]=2[F:17])=[C:5]([OH:21])[CH:4]=1)[CH3:2]. The catalyst class is: 4.